Dataset: Forward reaction prediction with 1.9M reactions from USPTO patents (1976-2016). Task: Predict the product of the given reaction. (1) Given the reactants [CH2:1]([O:3][C:4]([C:6]1([C:9]2[CH:14]=[CH:13][C:12]([C:15]3[CH:20]=[CH:19][C:18]([C:21]4[O:25][N:24]=[C:23]([CH3:26])[C:22]=4[NH2:27])=[CH:17][CH:16]=3)=[CH:11][CH:10]=2)[CH2:8][CH2:7]1)=[O:5])[CH3:2].[Br:28][C:29]1[CH:34]=[CH:33][CH:32]=[C:31](Br)[CH:30]=1, predict the reaction product. The product is: [CH2:1]([O:3][C:4]([C:6]1([C:9]2[CH:10]=[CH:11][C:12]([C:15]3[CH:20]=[CH:19][C:18]([C:21]4[O:25][N:24]=[C:23]([CH3:26])[C:22]=4[NH:27][C:31]4[CH:32]=[CH:33][CH:34]=[C:29]([Br:28])[CH:30]=4)=[CH:17][CH:16]=3)=[CH:13][CH:14]=2)[CH2:8][CH2:7]1)=[O:5])[CH3:2]. (2) Given the reactants O1CCOCC1.[F:7][C:8]([F:12])([F:11])[CH2:9][NH2:10].CCN(C(C)C)C(C)C.Cl[S:23]([CH2:26][CH2:27][NH:28][C:29](=[O:38])[O:30][CH2:31][C:32]1[CH:37]=[CH:36][CH:35]=[CH:34][CH:33]=1)(=[O:25])=[O:24], predict the reaction product. The product is: [F:7][C:8]([F:12])([F:11])[CH2:9][NH:10][S:23]([CH2:26][CH2:27][NH:28][C:29](=[O:38])[O:30][CH2:31][C:32]1[CH:37]=[CH:36][CH:35]=[CH:34][CH:33]=1)(=[O:25])=[O:24]. (3) Given the reactants [OH:1][C:2]1[C:10]([CH2:11][CH:12]=[C:13]([CH3:21])[CH2:14][O:15][CH2:16][P:17](=[O:20])([OH:19])[OH:18])=[C:9]([O:22][CH3:23])[C:8]([CH3:24])=[C:7]2[C:3]=1[C:4](=[O:25])[O:5][CH2:6]2.[C:26]1(O)[CH:31]=[CH:30][CH:29]=[CH:28][CH:27]=1.C1(N=C=NC2CCCCC2)CCCCC1, predict the reaction product. The product is: [C:26]1([O:20][P:17]([CH2:16][O:15][CH2:14][C:13]([CH3:21])=[CH:12][CH2:11][C:10]2[C:2]([OH:1])=[C:3]3[C:7](=[C:8]([CH3:24])[C:9]=2[O:22][CH3:23])[CH2:6][O:5][C:4]3=[O:25])(=[O:19])[OH:18])[CH:31]=[CH:30][CH:29]=[CH:28][CH:27]=1. (4) Given the reactants [F:1][C:2]1[CH:7]=[CH:6][C:5]([NH:8][CH2:9][CH2:10][O:11][CH3:12])=[CH:4][CH:3]=1.[C:13](N1C=CN=C1)([N:15]1[CH:19]=[CH:18][N:17]=[CH:16]1)=[O:14], predict the reaction product. The product is: [F:1][C:2]1[CH:3]=[CH:4][C:5]([N:8]([CH2:9][CH2:10][O:11][CH3:12])[C:13]([N:15]2[CH:19]=[CH:18][N:17]=[CH:16]2)=[O:14])=[CH:6][CH:7]=1. (5) Given the reactants [F:1][C:2]([F:20])([C:16]([F:19])([F:18])[F:17])[C:3]([F:15])([F:14])[C:4]([F:13])([F:12])[C:5]1[CH:10]=[CH:9][C:8]([Br:11])=[CH:7][CH:6]=1.[C:21]1([S:27]([C:29]2[CH:34]=[CH:33][CH:32]=[CH:31][CH:30]=2)=O)[CH:26]=[CH:25][CH:24]=[CH:23][CH:22]=1.C[Si](Cl)(C)C.Br, predict the reaction product. The product is: [Br-:11].[F:1][C:2]([F:20])([C:16]([F:19])([F:18])[F:17])[C:3]([F:15])([F:14])[C:4]([F:13])([F:12])[C:5]1[CH:10]=[CH:9][C:8]([S+:27]([C:29]2[CH:30]=[CH:31][CH:32]=[CH:33][CH:34]=2)[C:21]2[CH:26]=[CH:25][CH:24]=[CH:23][CH:22]=2)=[CH:7][CH:6]=1. (6) Given the reactants [CH:1]1[CH:10]=[CH:9][CH:8]=[C:7]2[C:2]=1[C:3]1[N:14]3[O:15][CH2:16][CH2:17][CH2:18][C:13]3=[N:12][C:4]=1[CH:5]=[N+:6]2[O-].[NH4+:19].[OH-].C1(C)C=CC(S(Cl)(=O)=O)=CC=1, predict the reaction product. The product is: [CH:1]1[CH:10]=[CH:9][CH:8]=[C:7]2[C:2]=1[C:3]1[N:14]3[O:15][CH2:16][CH2:17][CH2:18][C:13]3=[N:12][C:4]=1[C:5]([NH2:19])=[N:6]2. (7) Given the reactants C(N1C2C(=CC=CC=2)C(COC(C)(C)C([NH:23][OH:24])=O)=N1)(=O)C1C=CC=CC=1.[CH2:27]([N:34]1[C:42]2[C:37](=[CH:38][CH:39]=[CH:40][CH:41]=2)[C:36]([CH2:43][O:44][CH2:45][CH2:46][O:47][C:48]([CH3:53])([CH3:52])[C:49](O)=[O:50])=[N:35]1)[C:28]1[CH:33]=[CH:32][CH:31]=[CH:30][CH:29]=1, predict the reaction product. The product is: [CH2:27]([N:34]1[C:42]2[C:37](=[CH:38][CH:39]=[CH:40][CH:41]=2)[C:36]([CH2:43][O:44][CH2:45][CH2:46][O:47][C:48]([CH3:53])([CH3:52])[C:49]([NH:23][OH:24])=[O:50])=[N:35]1)[C:28]1[CH:33]=[CH:32][CH:31]=[CH:30][CH:29]=1. (8) Given the reactants C(NC(C)C)(C)C.C([Li])CCC.[Br:13][C:14]1[CH:19]=[C:18]([F:20])[CH:17]=[CH:16][C:15]=1[Cl:21].CN([CH:25]=[O:26])C, predict the reaction product. The product is: [Br:13][C:14]1[C:15]([Cl:21])=[CH:16][CH:17]=[C:18]([F:20])[C:19]=1[CH:25]=[O:26]. (9) Given the reactants [CH3:1][O:2][C:3](=[O:6])[CH2:4][NH2:5].C(N(CC)CC)C.[IH:14].[O:15]=[C:16]1[N:21]([CH2:22][C:23]#[CH:24])[N:20]=[N:19][C:18]2=[C:25]([C:28](SC)=[NH:29])[N:26]=[CH:27][N:17]12, predict the reaction product. The product is: [IH:14].[CH3:1][O:2][C:3](=[O:6])[CH2:4][NH:5][C:28]([C:25]1[N:26]=[CH:27][N:17]2[C:16](=[O:15])[N:21]([CH2:22][C:23]#[CH:24])[N:20]=[N:19][C:18]=12)=[NH:29]. (10) Given the reactants [Cl:1][C:2]1[CH:11]=[CH:10][C:9]2[C:4](=[C:5]([NH:12][S:13]([C:16]3[CH:21]=[CH:20][CH:19]=[CH:18][C:17]=3[N+:22]([O-])=O)(=[O:15])=[O:14])[CH:6]=[CH:7][CH:8]=2)[N:3]=1.Cl[Sn]Cl, predict the reaction product. The product is: [NH2:22][C:17]1[CH:18]=[CH:19][CH:20]=[CH:21][C:16]=1[S:13]([NH:12][C:5]1[CH:6]=[CH:7][CH:8]=[C:9]2[C:4]=1[N:3]=[C:2]([Cl:1])[CH:11]=[CH:10]2)(=[O:15])=[O:14].